This data is from Catalyst prediction with 721,799 reactions and 888 catalyst types from USPTO. The task is: Predict which catalyst facilitates the given reaction. (1) Reactant: [CH3:1][O:2][C:3]([C:5]1[S:14][C:8]2=[CH:9][N:10]=[CH:11][C:12](Br)=[C:7]2[CH:6]=1)=[O:4].[NH2:15][C:16]1[CH:21]=[CH:20][C:19]([C:22]2[CH:27]=[CH:26][CH:25]=[CH:24][CH:23]=2)=[CH:18][CH:17]=1.C(=O)([O-])[O-].[Cs+].[Cs+]. Product: [CH3:1][O:2][C:3]([C:5]1[S:14][C:8]2=[CH:9][N:10]=[CH:11][C:12]([NH:15][C:16]3[CH:17]=[CH:18][C:19]([C:22]4[CH:27]=[CH:26][CH:25]=[CH:24][CH:23]=4)=[CH:20][CH:21]=3)=[C:7]2[CH:6]=1)=[O:4]. The catalyst class is: 12. (2) Reactant: CS(O)(=O)=O.C([O:13][C:14]1[CH:15]=[C:16](/[C:29](/[CH3:33])=[N:30]/[O:31][CH3:32])[C:17]2[S:21][C:20]([NH:22][C:23]([NH:25][CH2:26][CH3:27])=[O:24])=[N:19][C:18]=2[CH:28]=1)C1C=CC=CC=1. Product: [CH2:26]([NH:25][C:23]([NH:22][C:20]1[S:21][C:17]2[C:16](/[C:29](/[CH3:33])=[N:30]/[O:31][CH3:32])=[CH:15][C:14]([OH:13])=[CH:28][C:18]=2[N:19]=1)=[O:24])[CH3:27]. The catalyst class is: 2. (3) Reactant: [Cl-].O[NH3+:3].[C:4](=[O:7])([O-])[OH:5].[Na+].CS(C)=O.[CH3:13][O:14][C:15]1[CH:16]=[C:17]([C:23](=[O:53])[CH2:24][N:25]2[C:30](=[O:31])[C:29]3[CH:32]=[C:33]([CH2:35][CH3:36])[S:34][C:28]=3[N:27]([CH2:37][C:38]3[CH:43]=[CH:42][C:41]([C:44]4[C:45]([C:50]#[N:51])=[CH:46][CH:47]=[CH:48][CH:49]=4)=[CH:40][CH:39]=3)[C:26]2=[O:52])[CH:18]=[CH:19][C:20]=1[O:21][CH3:22]. Product: [CH3:13][O:14][C:15]1[CH:16]=[C:17]([C:23](=[O:53])[CH2:24][N:25]2[C:30](=[O:31])[C:29]3[CH:32]=[C:33]([CH2:35][CH3:36])[S:34][C:28]=3[N:27]([CH2:37][C:38]3[CH:43]=[CH:42][C:41]([C:44]4[CH:49]=[CH:48][CH:47]=[CH:46][C:45]=4[C:50]4[NH:3][C:4](=[O:7])[O:5][N:51]=4)=[CH:40][CH:39]=3)[C:26]2=[O:52])[CH:18]=[CH:19][C:20]=1[O:21][CH3:22]. The catalyst class is: 22. (4) Reactant: [CH3:1][CH2:2][C:3]1[C:12]2[CH2:13][N:14]3[C:19](=[O:20])[C:18]4[CH2:21][O:22][C:23]([C@:25]([OH:28])([CH2:26][CH3:27])[C:17]=4[CH:16]=[C:15]3[C:11]=2[N:10]=[C:9]2[C:4]=1[CH:5]=[C:6]([O:29][C:30]([N:32]1[CH2:37][CH2:36][CH:35]([N:38]3[CH2:43][CH2:42][CH2:41][CH2:40][CH2:39]3)[CH2:34][CH2:33]1)=[O:31])[CH:7]=[CH:8]2)=[O:24].O.[ClH:45]. Product: [CH3:1][CH2:2][C:3]1[C:12]2[CH2:13][N:14]3[C:19](=[O:20])[C:18]4[CH2:21][O:22][C:23]([C@:25]([OH:28])([CH2:26][CH3:27])[C:17]=4[CH:16]=[C:15]3[C:11]=2[N:10]=[C:9]2[C:4]=1[CH:5]=[C:6]([O:29][C:30]([N:32]1[CH2:33][CH2:34][CH:35]([N:38]3[CH2:43][CH2:42][CH2:41][CH2:40][CH2:39]3)[CH2:36][CH2:37]1)=[O:31])[CH:7]=[CH:8]2)=[O:24].[ClH:45]. The catalyst class is: 10. (5) Product: [F:24][C:22]1[CH:21]=[CH:20][C:19]([B:25]([OH:29])[OH:26])=[C:18]2[C:23]=1[C@H:15]([O:14][C:12]1[CH:11]=[CH:10][C:9]3[C@H:5]([CH2:4][C:3]([O:2][CH3:1])=[O:34])[CH2:6][O:7][C:8]=3[CH:13]=1)[CH2:16][CH2:17]2. Reactant: [CH3:1][O:2][C:3](=[O:34])[CH2:4][C@H:5]1[C:9]2[CH:10]=[CH:11][C:12]([O:14][C@H:15]3[C:23]4[C:18](=[C:19]([B:25]5[O:29]C(C)(C)C(C)(C)[O:26]5)[CH:20]=[CH:21][C:22]=4[F:24])[CH2:17][CH2:16]3)=[CH:13][C:8]=2[O:7][CH2:6]1. The catalyst class is: 95. (6) Reactant: [CH2:1]([O:3][C:4](=[O:7])[CH2:5]Br)[CH3:2].[C:8]([O:12][C:13](=[O:18])[NH:14][CH2:15][CH2:16][NH2:17])([CH3:11])([CH3:10])[CH3:9].CCN(CC)CC. Product: [CH2:1]([O:3][C:4](=[O:7])[CH2:5][NH:17][CH2:16][CH2:15][NH:14][C:13]([O:12][C:8]([CH3:11])([CH3:10])[CH3:9])=[O:18])[CH3:2]. The catalyst class is: 2.